This data is from Full USPTO retrosynthesis dataset with 1.9M reactions from patents (1976-2016). The task is: Predict the reactants needed to synthesize the given product. (1) Given the product [O:1]=[C:2]1[CH2:6][CH2:5][CH2:4][CH:3]1[C:7]([O:9][CH2:10][CH:11]=[CH2:12])=[O:8], predict the reactants needed to synthesize it. The reactants are: [O:1]=[C:2]1[CH2:6][CH2:5][CH2:4][CH:3]1[C:7]([O:9][CH3:10])=[O:8].[CH2:11](O)[CH:12]=C. (2) Given the product [N:2]1[CH:3]=[CH:4][N:5]2[CH:10]=[CH:9][N:8]=[C:7]([N:11]3[CH2:15][CH2:14][C@H:13]([NH:16][C:28]([C:25]4[N:26]=[CH:27][N:23]([C:17]5[CH:18]=[CH:19][CH:20]=[CH:21][CH:22]=5)[N:24]=4)=[O:29])[CH2:12]3)[C:6]=12, predict the reactants needed to synthesize it. The reactants are: Cl.[N:2]1[CH:3]=[CH:4][N:5]2[CH:10]=[CH:9][N:8]=[C:7]([N:11]3[CH2:15][CH2:14][C@H:13]([NH2:16])[CH2:12]3)[C:6]=12.[C:17]1([N:23]2[CH:27]=[N:26][C:25]([C:28](O)=[O:29])=[N:24]2)[CH:22]=[CH:21][CH:20]=[CH:19][CH:18]=1.C(N(CC)C(C)C)C.CN(C(ON1N=NC2C=CC=NC1=2)=[N+](C)C)C.F[P-](F)(F)(F)(F)F. (3) Given the product [Cl:34][C:31]1[N:32]=[CH:33][C:28]([NH:27][C:16]2[CH:15]=[C:14]([C:20]([F:23])([F:22])[F:21])[C:13]3[N:12]([CH3:24])[C@H:11]4[CH2:25][CH2:26][NH:8][CH2:9][C@H:10]4[C:18]=3[CH:17]=2)=[CH:29][CH:30]=1, predict the reactants needed to synthesize it. The reactants are: C(OC([N:8]1[CH2:26][CH2:25][C@@H:11]2[N:12]([CH3:24])[C:13]3[C:14]([C:20]([F:23])([F:22])[F:21])=[CH:15][C:16](Br)=[CH:17][C:18]=3[C@@H:10]2[CH2:9]1)=O)(C)(C)C.[NH2:27][C:28]1[CH:29]=[CH:30][C:31]([Cl:34])=[N:32][CH:33]=1.CC([O-])(C)C.[Na+]. (4) Given the product [CH3:11][C:9]([O:12][C:13]([N:15]([C:33]([O:35][C:36]([CH3:39])([CH3:38])[CH3:37])=[O:34])[N:16]([C:24]1[C:29]([F:30])=[C:28]([NH:7][CH2:6][C:4]2[N:3]=[CH:2][S:1][CH:5]=2)[N:27]=[C:26]([Cl:32])[N:25]=1)[C:17]([O:19][C:20]([CH3:21])([CH3:22])[CH3:23])=[O:18])=[O:14])([CH3:8])[CH3:10], predict the reactants needed to synthesize it. The reactants are: [S:1]1[CH:5]=[C:4]([CH2:6][NH2:7])[N:3]=[CH:2]1.[CH3:8][C:9]([O:12][C:13]([N:15]([C:33]([O:35][C:36]([CH3:39])([CH3:38])[CH3:37])=[O:34])[N:16]([C:24]1[C:29]([F:30])=[C:28](Cl)[N:27]=[C:26]([Cl:32])[N:25]=1)[C:17]([O:19][C:20]([CH3:23])([CH3:22])[CH3:21])=[O:18])=[O:14])([CH3:11])[CH3:10].C(N(CC)CC)C. (5) Given the product [O:33]1[CH2:34][CH2:35][N:30]([C:27]2[CH:28]=[CH:29][C:24]([N:11]3[C@@H:12]([C:15]4[CH:20]=[CH:19][C:18]([NH2:21])=[CH:17][CH:16]=4)[CH2:13][CH2:14][C@@H:10]3[C:7]3[CH:6]=[CH:5][C:4]([NH2:1])=[CH:9][CH:8]=3)=[CH:25][CH:26]=2)[CH2:31][CH2:32]1, predict the reactants needed to synthesize it. The reactants are: [N+:1]([C:4]1[CH:9]=[CH:8][C:7]([C@H:10]2[CH2:14][CH2:13][C@H:12]([C:15]3[CH:20]=[CH:19][C:18]([N+:21]([O-])=O)=[CH:17][CH:16]=3)[N:11]2[C:24]2[CH:29]=[CH:28][C:27]([N:30]3[CH2:35][CH2:34][O:33][CH2:32][CH2:31]3)=[CH:26][CH:25]=2)=[CH:6][CH:5]=1)([O-])=O.[H][H]. (6) Given the product [NH2:9][C:10]1[C:15]([Cl:1])=[C:14]([C:16]([O:18][CH2:19][CH3:20])=[O:17])[N:13]=[C:12]([C:21]2[CH:26]=[CH:25][C:24]([C:27]([F:30])([F:29])[F:28])=[CH:23][N:22]=2)[N:11]=1, predict the reactants needed to synthesize it. The reactants are: [Cl:1]N1C(=O)CCC1=O.[NH2:9][C:10]1[CH:15]=[C:14]([C:16]([O:18][CH2:19][CH3:20])=[O:17])[N:13]=[C:12]([C:21]2[CH:26]=[CH:25][C:24]([C:27]([F:30])([F:29])[F:28])=[CH:23][N:22]=2)[N:11]=1. (7) Given the product [CH3:1][O:2][C:3]([C:4]1[S:5][C:6]2[N:7]=[C:8]([NH2:15])[N:9]=[C:10]([Cl:14])[C:11]=2[CH:12]=1)=[O:16], predict the reactants needed to synthesize it. The reactants are: [CH3:1][O:2][C:3](=[O:16])[CH2:4][S:5][C:6]1[C:11]([CH:12]=O)=[C:10]([Cl:14])[N:9]=[C:8]([NH2:15])[N:7]=1.C([O-])([O-])=O.[K+].[K+].O. (8) Given the product [CH3:3][O:4][CH2:5][C:6]([O:7][CH:16]([I:1])[CH3:17])=[O:12], predict the reactants needed to synthesize it. The reactants are: [I-:1].[Na+].[CH3:3][O:4][CH2:5][C:6](Cl)=[O:7].C([O:12]C(C)C)(C)C.[C:16](#N)[CH3:17]. (9) Given the product [CH3:15][O:14][C:11]1[CH:12]=[C:13]2[C:8]([CH2:7][CH2:6][NH:5][C:4]2=[O:3])=[CH:9][CH:10]=1, predict the reactants needed to synthesize it. The reactants are: C([O:3][C:4](=O)[NH:5][CH2:6][CH2:7][C:8]1[CH:13]=[CH:12][C:11]([O:14][CH3:15])=[CH:10][CH:9]=1)C.O=P12OP3(OP(OP(O3)(O1)=O)(=O)O2)=O. (10) Given the product [CH:33]1([C@H:8]([NH2:7])[C:9]([N:11]2[C@H:16]([C:17]3[CH:21]=[CH:20][N:19]([CH2:22][C:23]4[CH:24]=[CH:25][C:26]([F:29])=[CH:27][CH:28]=4)[N:18]=3)[CH2:15][N:14]3[CH2:30][CH2:31][CH2:32][C@@H:13]3[CH2:12]2)=[O:10])[CH2:38][CH2:37][CH2:36][CH2:35][CH2:34]1, predict the reactants needed to synthesize it. The reactants are: C(OC(=O)[NH:7][C@@H:8]([CH:33]1[CH2:38][CH2:37][CH2:36][CH2:35][CH2:34]1)[C:9]([N:11]1[C@H:16]([C:17]2[CH:21]=[CH:20][N:19]([CH2:22][C:23]3[CH:28]=[CH:27][C:26]([F:29])=[CH:25][CH:24]=3)[N:18]=2)[CH2:15][N:14]2[CH2:30][CH2:31][CH2:32][C@@H:13]2[CH2:12]1)=[O:10])(C)(C)C.C(OCC)(=O)C.Cl.